This data is from Forward reaction prediction with 1.9M reactions from USPTO patents (1976-2016). The task is: Predict the product of the given reaction. Given the reactants S(O[CH:6]([CH3:35])[CH2:7][C:8]1[C:16]([C:17]([C:26]2[CH:31]=[CH:30][C:29]([N+:32]([O-:34])=[O:33])=[CH:28][CH:27]=2)=[N:18][NH:19][C:20]2[N:25]=[CH:24][CH:23]=[CH:22][N:21]=2)=[CH:15][C:11]2[O:12][CH2:13][O:14][C:10]=2[CH:9]=1)(=O)(=O)C.[OH-].[Na+], predict the reaction product. The product is: [CH3:35][CH:6]1[CH2:7][C:8]2[CH:9]=[C:10]3[O:14][CH2:13][O:12][C:11]3=[CH:15][C:16]=2[C:17]([C:26]2[CH:31]=[CH:30][C:29]([N+:32]([O-:34])=[O:33])=[CH:28][CH:27]=2)=[N:18][N:19]1[C:20]1[N:25]=[CH:24][CH:23]=[CH:22][N:21]=1.